Dataset: Forward reaction prediction with 1.9M reactions from USPTO patents (1976-2016). Task: Predict the product of the given reaction. (1) The product is: [CH3:31][O:30][C:26]1[CH:25]=[C:24]([C:20]2[N:19]=[C:18]([NH:10][C:6]3[CH:5]=[C:4]4[C:9](=[CH:8][CH:7]=3)[NH:1][N:2]=[CH:3]4)[CH:23]=[CH:22][N:21]=2)[CH:29]=[CH:28][CH:27]=1. Given the reactants [NH:1]1[C:9]2[C:4](=[CH:5][C:6]([N:10]([C:18]3[CH:23]=[CH:22][N:21]=[C:20]([C:24]4[CH:29]=[CH:28][CH:27]=[C:26]([O:30][CH3:31])[CH:25]=4)[N:19]=3)C(=O)OC(C)(C)C)=[CH:7][CH:8]=2)[CH:3]=[N:2]1.C(O)(C(F)(F)F)=O, predict the reaction product. (2) Given the reactants Cl[C:2]1[CH:7]=[CH:6][N:5]=[C:4]2[CH:8]=[CH:9][S:10][C:3]=12, predict the reaction product. The product is: [S:10]1[C:3]2[C:4](=[N:5][CH:6]=[CH:7][CH:2]=2)[CH:8]=[CH:9]1. (3) Given the reactants [NH2:1][C:2]1[CH:7]=[C:6]([N:8]2[CH2:14][CH2:13][CH2:12][N:11]([CH3:15])[CH2:10][CH2:9]2)[C:5]([F:16])=[CH:4][C:3]=1[NH-:17].[O:18]=[C:19]1[C:31]2[CH:30]=[CH:29][CH:28]=[C:27]([C:32](O)=O)[C:26]=2[C:25]2[C:20]1=[CH:21][CH:22]=[CH:23][CH:24]=2, predict the reaction product. The product is: [F:16][C:5]1[C:6]([N:8]2[CH2:14][CH2:13][CH2:12][N:11]([CH3:15])[CH2:10][CH2:9]2)=[CH:7][C:2]2[NH:1][C:32]([C:27]3[C:26]4[C:25]5[C:20](=[CH:21][CH:22]=[CH:23][CH:24]=5)[C:19](=[O:18])[C:31]=4[CH:30]=[CH:29][CH:28]=3)=[N:17][C:3]=2[CH:4]=1. (4) Given the reactants [Cl:1][C:2]1[CH:7]=[CH:6][C:5]([CH2:8][CH2:9][OH:10])=[CH:4][CH:3]=1.[H-].[Na+].Br[C:14]1[C:15]2[C:22]([CH3:23])=[CH:21][S:20][C:16]=2[N:17]=[CH:18][N:19]=1, predict the reaction product. The product is: [Cl:1][C:2]1[CH:7]=[CH:6][C:5]([CH2:8][CH2:9][O:10][C:14]2[C:15]3[C:22]([CH3:23])=[CH:21][S:20][C:16]=3[N:17]=[CH:18][N:19]=2)=[CH:4][CH:3]=1. (5) Given the reactants [F:1][CH2:2][CH2:3][NH2:4].Cl.[O:6]=[C:7]1[C:15]2[C:10](=[CH:11][CH:12]=[CH:13][CH:14]=2)[C:9](=[O:16])[N:8]1[CH2:17][CH2:18][CH2:19][CH:20]=O.[BH-](OC(C)=O)(OC(C)=O)OC(C)=O.[Na+].[CH3:36][C:37]([O:40][C:41](O[C:41]([O:40][C:37]([CH3:39])([CH3:38])[CH3:36])=[O:42])=[O:42])([CH3:39])[CH3:38], predict the reaction product. The product is: [C:37]([O:40][C:41](=[O:42])[N:4]([CH2:3][CH2:2][F:1])[CH2:20][CH2:19][CH2:18][CH2:17][N:8]1[C:9](=[O:16])[C:10]2[C:15](=[CH:14][CH:13]=[CH:12][CH:11]=2)[C:7]1=[O:6])([CH3:39])([CH3:38])[CH3:36].